From a dataset of Catalyst prediction with 721,799 reactions and 888 catalyst types from USPTO. Predict which catalyst facilitates the given reaction. (1) Reactant: [C:1]([O:16][CH2:17][CH3:18])(=[O:15])[CH:2]=[CH:3][CH2:4][CH2:5][CH2:6][CH2:7][CH2:8][CH2:9][CH2:10][CH2:11][CH2:12][CH2:13][CH3:14].[NH2:19][CH2:20][CH2:21][CH2:22][NH:23][CH2:24][CH2:25][CH2:26][CH2:27][NH:28][CH2:29][CH2:30][CH2:31][NH2:32]. Product: [NH2:32][CH2:31][CH2:30][CH2:29][NH:28][CH2:27][CH2:26][CH2:25][CH2:24][NH:23][CH2:22][CH2:21][CH2:20][NH:19][CH:3]([CH2:4][CH2:5][CH2:6][CH2:7][CH2:8][CH2:9][CH2:10][CH2:11][CH2:12][CH2:13][CH3:14])[CH2:2][C:1]([O:16][CH2:17][CH3:18])=[O:15]. The catalyst class is: 14. (2) Reactant: Br[CH2:2][C:3]1[CH:8]=[C:7]([F:9])[C:6]([F:10])=[CH:5][C:4]=1[C:11]1[CH:12]=[CH:13][C:14]([C:17]([NH:19][CH2:20][CH2:21][C:22]([O:24][CH2:25][CH3:26])=[O:23])=[O:18])=[N:15][CH:16]=1.[Cl:27][C:28]1[CH:29]=[C:30]([CH:32]=[CH:33][C:34]=1[I:35])[NH2:31].C([O-])([O-])=O.[K+].[K+]. Product: [Cl:27][C:28]1[CH:29]=[C:30]([NH:31][CH2:2][C:3]2[CH:8]=[C:7]([F:9])[C:6]([F:10])=[CH:5][C:4]=2[C:11]2[CH:12]=[CH:13][C:14]([C:17]([NH:19][CH2:20][CH2:21][C:22]([O:24][CH2:25][CH3:26])=[O:23])=[O:18])=[N:15][CH:16]=2)[CH:32]=[CH:33][C:34]=1[I:35]. The catalyst class is: 3. (3) Reactant: [Cl:1][C:2]1[CH:29]=[CH:28][C:5]([CH2:6][NH:7][C:8]([C:10]2[C:11](=[O:27])[C:12]3[C:13]4[N:14]([CH:26]=2)[CH2:15][C:16](=[O:25])[N:17]([CH3:24])[C:18]=4[CH:19]=[C:20]([CH2:22]Cl)[CH:21]=3)=[O:9])=[CH:4][CH:3]=1.[CH3:30][NH:31][CH2:32][CH:33]([C:35]1[N:40]=[CH:39][CH:38]=[CH:37][N:36]=1)[OH:34].CN(C=O)C.C(N(C(C)C)CC)(C)C. Product: [Cl:1][C:2]1[CH:3]=[CH:4][C:5]([CH2:6][NH:7][C:8]([C:10]2[C:11](=[O:27])[C:12]3[C:13]4[N:14]([CH:26]=2)[CH2:15][C:16](=[O:25])[N:17]([CH3:24])[C:18]=4[CH:19]=[C:20]([CH2:22][N:31]([CH2:32][CH:33]([OH:34])[C:35]2[N:36]=[CH:37][CH:38]=[CH:39][N:40]=2)[CH3:30])[CH:21]=3)=[O:9])=[CH:28][CH:29]=1. The catalyst class is: 13. (4) Reactant: [F:1][C:2]1[CH:3]=[C:4]2[C:10]([C:11]3[NH:12][C:13](=S=O)[C:14]([F:18])=[C:15](C)[N:16]=3)=[CH:9][N:8](S(C3C=CC(C)=CC=3)(=O)=O)[C:5]2=[N:6][CH:7]=1.[NH2:31][CH:32]1[CH:37]2[CH2:38][CH:34]([CH2:35][CH:36]2[C:39]([OH:41])=[O:40])[CH2:33]1.C(N(C(C)C)CC)(C)C.[Li+].[OH-].FC(F)(F)C(O)=O. Product: [F:18][C:14]1[C:13]([NH:31][CH:32]2[CH:37]3[CH2:38][CH:34]([CH2:35][CH:36]3[C:39]([OH:41])=[O:40])[CH2:33]2)=[N:12][C:11]([C:10]2[C:4]3[C:5](=[N:6][CH:7]=[C:2]([F:1])[CH:3]=3)[NH:8][CH:9]=2)=[N:16][CH:15]=1. The catalyst class is: 36. (5) Reactant: C1C=C(Cl)C=C(C(OO)=[O:9])C=1.[CH2:12]([O:19][C:20]1[CH:21]=[CH:22][C:23]2[C:24]3[N:32]([CH2:33][C:34]([NH:37][C:38]([NH:40][CH:41]([CH3:43])[CH3:42])=[O:39])([CH3:36])[CH3:35])[C:31]([CH2:44][O:45][CH2:46][CH3:47])=[N:30][C:25]=3[CH:26]=[N:27][C:28]=2[CH:29]=1)[C:13]1[CH:18]=[CH:17][CH:16]=[CH:15][CH:14]=1. Product: [CH2:12]([O:19][C:20]1[CH:21]=[CH:22][C:23]2[C:24]3[N:32]([CH2:33][C:34]([NH:37][C:38]([NH:40][CH:41]([CH3:43])[CH3:42])=[O:39])([CH3:35])[CH3:36])[C:31]([CH2:44][O:45][CH2:46][CH3:47])=[N:30][C:25]=3[CH:26]=[N+:27]([O-:9])[C:28]=2[CH:29]=1)[C:13]1[CH:14]=[CH:15][CH:16]=[CH:17][CH:18]=1. The catalyst class is: 22. (6) Reactant: [F:1][CH2:2][CH2:3][CH2:4][O:5][C:6]1[CH:26]=[C:25]2[C:9]([CH2:10][C:11]3([C:18]42[NH:22][C:21](=[S:23])[C:20]([CH3:24])=[N:19]4)[CH2:16][CH2:15][CH:14]([OH:17])[CH2:13][CH2:12]3)=[CH:8][CH:7]=1.FS([C:31]([F:36])([F:35])C(O)=O)(=O)=O.O.CCOC(C)=O. Product: [F:35][CH:31]([F:36])[O:17][CH:14]1[CH2:15][CH2:16][C:11]2([C:18]3([NH:22][C:21](=[S:23])[C:20]([CH3:24])=[N:19]3)[C:25]3[C:9](=[CH:8][CH:7]=[C:6]([O:5][CH2:4][CH2:3][CH2:2][F:1])[CH:26]=3)[CH2:10]2)[CH2:12][CH2:13]1. The catalyst class is: 10. (7) The catalyst class is: 2. Reactant: [Cl:1][C:2]1[CH:39]=[C:38]([Cl:40])[CH:37]=[CH:36][C:3]=1[CH2:4][N:5]([C:13]1[N:18]2[N:19]=[CH:20][CH:21]=[C:17]2[N:16]=[C:15]([C:22]2[CH:27]=[CH:26][C:25]([CH:28]3[O:33][CH2:32][CH2:31][N:30]([CH2:34][CH3:35])[CH2:29]3)=[CH:24][CH:23]=2)[CH:14]=1)C(=O)OC(C)(C)C.FC(F)(F)C(O)=O.C(=O)(O)[O-].[Na+]. Product: [Cl:1][C:2]1[CH:39]=[C:38]([Cl:40])[CH:37]=[CH:36][C:3]=1[CH2:4][NH:5][C:13]1[N:18]2[N:19]=[CH:20][CH:21]=[C:17]2[N:16]=[C:15]([C:22]2[CH:27]=[CH:26][C:25]([CH:28]3[O:33][CH2:32][CH2:31][N:30]([CH2:34][CH3:35])[CH2:29]3)=[CH:24][CH:23]=2)[CH:14]=1. (8) Reactant: [Si]([O:18][CH2:19][CH2:20][O:21][CH2:22][NH:23][C:24]([C:26]1[CH:31]=[C:30]([CH3:32])[C:29]([CH:33]([C:44]2[CH:49]=[C:48]([F:50])[CH:47]=[CH:46][C:45]=2[F:51])[S:34]([C:37]2[CH:42]=[CH:41][C:40]([F:43])=[CH:39][CH:38]=2)(=[O:36])=[O:35])=[CH:28][N:27]=1)=[O:25])(C(C)(C)C)(C1C=CC=CC=1)C1C=CC=CC=1.C(O)(=O)C.[F-].C([N+](CCCC)(CCCC)CCCC)CCC.[Cl-].[NH4+]. Product: [F:51][C:45]1[CH:46]=[CH:47][C:48]([F:50])=[CH:49][C:44]=1[CH:33]([S:34]([C:37]1[CH:38]=[CH:39][C:40]([F:43])=[CH:41][CH:42]=1)(=[O:36])=[O:35])[C:29]1[C:30]([CH3:32])=[CH:31][C:26]([C:24]([NH:23][CH2:22][O:21][CH2:20][CH2:19][OH:18])=[O:25])=[N:27][CH:28]=1. The catalyst class is: 7. (9) Reactant: [CH3:1][O:2][C:3]1[C:12]2[C:7](=[CH:8][CH:9]=[CH:10][CH:11]=2)[CH:6]=[CH:5][CH:4]=1.C([Li])CCC.[B:18](OC(C)C)([O:23]C(C)C)[O:19]C(C)C.Cl. Product: [CH3:1][O:2][C:3]1[C:12]2[C:7](=[CH:8][CH:9]=[CH:10][CH:11]=2)[CH:6]=[CH:5][C:4]=1[B:18]([OH:23])[OH:19]. The catalyst class is: 1.